From a dataset of Human liver microsome stability data. Regression/Classification. Given a drug SMILES string, predict its absorption, distribution, metabolism, or excretion properties. Task type varies by dataset: regression for continuous measurements (e.g., permeability, clearance, half-life) or binary classification for categorical outcomes (e.g., BBB penetration, CYP inhibition). Dataset: hlm. The molecule is CC(C)[C@H]1C(O)=C(C2=NS(=O)(=O)c3ccccc32)C(=O)N1Cc1ccccc1. The result is 0 (unstable in human liver microsomes).